From a dataset of Catalyst prediction with 721,799 reactions and 888 catalyst types from USPTO. Predict which catalyst facilitates the given reaction. (1) Reactant: [C:1]([O:5][C@@H:6]([C:12]1[C:13]([CH3:34])=[N:14][C:15]([CH3:33])=[C:16]([C:26]2[CH:31]=[CH:30][C:29](O)=[CH:28][CH:27]=2)[C:17]=1[N:18]1[CH2:23][CH2:22][C:21]([CH3:25])([CH3:24])[CH2:20][CH2:19]1)[C:7]([O:9]CC)=[O:8])([CH3:4])([CH3:3])[CH3:2].[F:35][C:36]1[CH:37]=[C:38]([CH2:43][CH2:44][OH:45])[CH:39]=[CH:40][C:41]=1[F:42].C1C=CC(P(C2C=CC=CC=2)C2C=CC=CC=2)=CC=1.CCOC(/N=N/C(OCC)=O)=O.[OH-].[Na+]. Product: [C:1]([O:5][C@@H:6]([C:12]1[C:13]([CH3:34])=[N:14][C:15]([CH3:33])=[C:16]([C:26]2[CH:27]=[CH:28][C:29]([O:45][CH2:44][CH2:43][C:38]3[CH:39]=[CH:40][C:41]([F:42])=[C:36]([F:35])[CH:37]=3)=[CH:30][CH:31]=2)[C:17]=1[N:18]1[CH2:19][CH2:20][C:21]([CH3:25])([CH3:24])[CH2:22][CH2:23]1)[C:7]([OH:9])=[O:8])([CH3:4])([CH3:2])[CH3:3]. The catalyst class is: 36. (2) Reactant: [CH3:1][C:2]1[CH:7]=[C:6]([NH2:8])[CH:5]=[C:4]([CH3:9])[N:3]=1.C1N=CN([C:15]([N:17]2C=N[CH:19]=[CH:18]2)=[O:16])C=1. Product: [CH3:1][C:2]1[CH:7]=[C:6]([NH:8][C:15]([NH:17][C:18]2[CH:19]=[C:4]([CH3:5])[N:3]=[C:2]([CH3:7])[CH:1]=2)=[O:16])[CH:5]=[C:4]([CH3:9])[N:3]=1. The catalyst class is: 12. (3) Reactant: [OH:1][C@@H:2]1[CH2:7][CH2:6][C@H:5]([N:8]2[CH2:12][CH2:11][C:10]3([CH2:17][CH2:16][N:15]([C:18]4[C:23]([CH3:24])=[CH:22][C:21]([N+:25]([O-])=O)=[CH:20][N:19]=4)[CH2:14][CH2:13]3)[C:9]2=[O:28])[CH2:4][CH2:3]1. Product: [NH2:25][C:21]1[CH:22]=[C:23]([CH3:24])[C:18]([N:15]2[CH2:16][CH2:17][C:10]3([C:9](=[O:28])[N:8]([C@H:5]4[CH2:4][CH2:3][C@@H:2]([OH:1])[CH2:7][CH2:6]4)[CH2:12][CH2:11]3)[CH2:13][CH2:14]2)=[N:19][CH:20]=1. The catalyst class is: 19. (4) Reactant: CN(C(ON1N=NC2C=CC=NC1=2)=[N+](C)C)C.F[P-](F)(F)(F)(F)F.C(N(CC)CC)C.Cl.[CH:33]12[O:40][CH:37]([CH2:38][CH2:39]1)[CH2:36][NH:35][CH2:34]2.Cl.[C:42]([CH2:45][C@@H:46]1[N:52]=[C:51]([C:53]2[CH:58]=[CH:57][C:56]([Cl:59])=[CH:55][CH:54]=2)[C:50]2[C:60]([CH3:64])=[C:61]([CH3:63])[S:62][C:49]=2[N:48]2[C:65]([CH3:68])=[NH+:66][N:67]=[C:47]12)(O)=[O:43]. Product: [Cl:59][C:56]1[CH:55]=[CH:54][C:53]([C:51]2[C:50]3[C:60]([CH3:64])=[C:61]([CH3:63])[S:62][C:49]=3[N:48]3[C:65]([CH3:68])=[N:66][N:67]=[C:47]3[C@H:46]([CH2:45][C:42]([N:35]3[CH2:34][CH:33]4[O:40][CH:37]([CH2:38][CH2:39]4)[CH2:36]3)=[O:43])[N:52]=2)=[CH:58][CH:57]=1. The catalyst class is: 18.